This data is from Forward reaction prediction with 1.9M reactions from USPTO patents (1976-2016). The task is: Predict the product of the given reaction. (1) The product is: [C:19]([C:3]1[C:2]([NH2:1])=[C:43]([CH:6]=[CH:5][CH:4]=1)[C:44]([OH:39])=[O:29])([O:21][C:22]([CH3:23])([CH3:24])[CH3:25])=[O:20]. Given the reactants [NH2:1][C:2]1C=C[C:5]([C:6](O)=O)=[CH:4][CH:3]=1.[CH3:23][C:22]([O:21][C:19](O[C:19]([O:21][C:22]([CH3:25])([CH3:24])[CH3:23])=[O:20])=[O:20])([CH3:25])[CH3:24].C(O)(=O)CC(CC(O)=O)(C(O)=O)[OH:29].[O:39]1[CH2:44][CH2:43]OCC1, predict the reaction product. (2) Given the reactants [Cl:1][C:2]1[CH:3]=[C:4]([C:12]([OH:14])=O)[CH:5]=[N:6][C:7]=1[O:8][CH:9]([CH3:11])[CH3:10].C1C=CC2N(O)N=NC=2C=1.CCN=C=NCCCN(C)C.O[NH:37]/[C:38](=[N:55]\[H])/[C:39]1[CH:44]=[CH:43][N:42]=[C:41]2[N:45]([CH2:48][CH2:49][C:50]([O:52][CH2:53][CH3:54])=[O:51])[CH:46]=[CH:47][C:40]=12.CCCC[N+](CCCC)(CCCC)CCCC.[F-], predict the reaction product. The product is: [Cl:1][C:2]1[CH:3]=[C:4]([C:12]2[O:14][N:37]=[C:38]([C:39]3[CH:44]=[CH:43][N:42]=[C:41]4[N:45]([CH2:48][CH2:49][C:50]([O:52][CH2:53][CH3:54])=[O:51])[CH:46]=[CH:47][C:40]=34)[N:55]=2)[CH:5]=[N:6][C:7]=1[O:8][CH:9]([CH3:10])[CH3:11]. (3) Given the reactants [CH2:1]([O:3][C:4]([C:6]1[S:14][C:9]2=[CH:10][N:11]=[CH:12][CH:13]=[C:8]2[C:7]=1[OH:15])=[O:5])[CH3:2].CCN(C(C)C)C(C)C.[F:25][C:26]([F:41])([C:37]([F:40])([F:39])[F:38])[C:27]([F:36])([F:35])[C:28]([F:34])([F:33])[S:29](F)(=[O:31])=[O:30], predict the reaction product. The product is: [CH2:1]([O:3][C:4]([C:6]1[S:14][C:9]2=[CH:10][N:11]=[CH:12][CH:13]=[C:8]2[C:7]=1[O:15][S:29]([C:28]([F:33])([F:34])[C:27]([F:35])([F:36])[C:26]([F:25])([F:41])[C:37]([F:40])([F:39])[F:38])(=[O:31])=[O:30])=[O:5])[CH3:2].